Dataset: Forward reaction prediction with 1.9M reactions from USPTO patents (1976-2016). Task: Predict the product of the given reaction. (1) Given the reactants [CH2:1]([O:3][C:4](=[O:20])[C:5]([O:8][C:9]1[CH:14]=[CH:13][C:12]([S:15][C:16](=O)[CH3:17])=[CH:11][C:10]=1[CH3:19])([CH3:7])[CH3:6])[CH3:2].ICC[C:24]#[C:25][C:26]1[CH:31]=[CH:30][C:29]([C:32]([F:35])([F:34])[F:33])=[CH:28][CH:27]=1, predict the reaction product. The product is: [CH2:1]([O:3][C:4](=[O:20])[C:5]([CH3:7])([O:8][C:9]1[CH:14]=[CH:13][C:12]([S:15][CH2:16][CH2:17][C:24]#[C:25][C:26]2[CH:31]=[CH:30][C:29]([C:32]([F:33])([F:34])[F:35])=[CH:28][CH:27]=2)=[CH:11][C:10]=1[CH3:19])[CH3:6])[CH3:2]. (2) Given the reactants Cl[C:2]1[N:7]=[C:6]([C:8]2[C:9]([C:17]3[CH:18]=[C:19]([NH:23][C:24](=[O:33])[C:25]4[C:30](F)=[CH:29][CH:28]=[CH:27][C:26]=4F)[CH:20]=[CH:21][CH:22]=3)=[N:10][N:11]3[CH:16]=[CH:15][CH:14]=[CH:13][C:12]=23)[CH:5]=[CH:4][N:3]=1.[NH:46]1[CH:50]=[CH:37][C:36]([C:39]2[CH:45]=[CH:44][C:42]([NH2:43])=[CH:41][CH:40]=2)=N1.[NH:46]1[CH:50]=[CH:37][C:36]([C:39]2[CH:45]=[CH:44][C:42]([NH2:43])=[CH:41][CH:40]=2)=N1, predict the reaction product. The product is: [CH2:50]1[C:40]2[C:39](=[CH:45][CH:44]=[C:42]([NH:43][C:2]3[N:7]=[C:6]([C:8]4[C:9]([C:17]5[CH:18]=[C:19]([NH:23][C:24](=[O:33])[C:25]6[CH:30]=[CH:29][CH:28]=[CH:27][CH:26]=6)[CH:20]=[CH:21][CH:22]=5)=[N:10][N:11]5[CH:16]=[CH:15][CH:14]=[CH:13][C:12]=45)[CH:5]=[CH:4][N:3]=3)[CH:41]=2)[CH2:36][CH2:37][NH:46]1. (3) Given the reactants [C:1]([O:5][C:6](=[O:29])[NH:7][C@H:8]1[CH2:16][CH2:15][CH2:14][C@H:13]([CH2:17][CH2:18]Br)[C@@H:12]([O:20][C:21]2[CH:26]=[CH:25][CH:24]=[CH:23][CH:22]=2)[C@H:11]([CH3:27])[O:10][C:9]1=[O:28])([CH3:4])([CH3:3])[CH3:2].CC(N=NC(C#N)(C)C)(C#N)C.CCCC[SnH](CCCC)CCCC.[F-].[K+], predict the reaction product. The product is: [C:1]([O:5][C:6](=[O:29])[NH:7][C@H:8]1[CH2:16][CH2:15][CH2:14][C@H:13]([CH2:17][CH3:18])[C@@H:12]([O:20][C:21]2[CH:22]=[CH:23][CH:24]=[CH:25][CH:26]=2)[C@H:11]([CH3:27])[O:10][C:9]1=[O:28])([CH3:2])([CH3:3])[CH3:4]. (4) Given the reactants [OH:1][CH:2]1[CH:7]([C:8]2[CH:13]=[CH:12][C:11]([O:14][CH2:15][CH2:16][CH2:17][O:18][CH2:19][C:20]3[CH:25]=[CH:24][CH:23]=[CH:22][C:21]=3[O:26][CH3:27])=[CH:10][CH:9]=2)[CH2:6][CH2:5][N:4]([C:28]([O:30][C:31]([CH3:34])([CH3:33])[CH3:32])=[O:29])[CH2:3]1.Cl[CH2:36][C:37]1[CH:42]=[CH:41][C:40]([F:43])=[C:39]([O:44][CH2:45][CH2:46][CH2:47][O:48][CH3:49])[CH:38]=1, predict the reaction product. The product is: [F:43][C:40]1[CH:41]=[CH:42][C:37]([CH2:36][O:1][CH:2]2[CH:7]([C:8]3[CH:13]=[CH:12][C:11]([O:14][CH2:15][CH2:16][CH2:17][O:18][CH2:19][C:20]4[CH:25]=[CH:24][CH:23]=[CH:22][C:21]=4[O:26][CH3:27])=[CH:10][CH:9]=3)[CH2:6][CH2:5][N:4]([C:28]([O:30][C:31]([CH3:34])([CH3:33])[CH3:32])=[O:29])[CH2:3]2)=[CH:38][C:39]=1[O:44][CH2:45][CH2:46][CH2:47][O:48][CH3:49]. (5) Given the reactants [CH2:1]([CH:3]1C(C)C[N:5]([C:9](NCCC2C=CC(S(N)(=O)=O)=CC=2)=[O:10])[C:4]1=[C:24]=O)C.C(=O)([O-])[O-].[K+].[K+].[CH3:32][C:33]([CH3:35])=O, predict the reaction product. The product is: [CH3:32][C@H:33]1[CH2:35][CH2:24][C@H:4]([N:5]=[C:9]=[O:10])[CH2:3][CH2:1]1. (6) Given the reactants N#N.Cl[Si](C)(C)C.[F:8][C:9]([F:15])([F:14])[CH2:10][CH2:11][CH2:12]I.Br[C:17]1[CH:22]=[CH:21][C:20]([C:23]2[CH:28]=[CH:27][C:26]([S:29]([C:32]3([C:38]([O:40][C:41]([CH3:44])([CH3:43])[CH3:42])=[O:39])[CH2:37][CH2:36][O:35][CH2:34][CH2:33]3)(=[O:31])=[O:30])=[CH:25][CH:24]=2)=[CH:19][CH:18]=1, predict the reaction product. The product is: [F:8][C:9]([F:15])([F:14])[CH2:10][CH2:11][CH2:12][C:17]1[CH:22]=[CH:21][C:20]([C:23]2[CH:24]=[CH:25][C:26]([S:29]([C:32]3([C:38]([O:40][C:41]([CH3:44])([CH3:43])[CH3:42])=[O:39])[CH2:37][CH2:36][O:35][CH2:34][CH2:33]3)(=[O:31])=[O:30])=[CH:27][CH:28]=2)=[CH:19][CH:18]=1. (7) Given the reactants [NH:1]1[C:9]2[C:4](=[CH:5][CH:6]=[CH:7][CH:8]=2)[CH:3]=[CH:2]1.N, predict the reaction product. The product is: [N:1]1[C:9]2[C:4]([CH:5]=[CH:6][C:7]3[C:8]=2[CH:3]=[C:4]2[C:9]=3[CH:8]=[CH:7][CH:6]=[CH:5]2)=[CH:3][CH:2]=1. (8) Given the reactants [NH2:1][C:2]1[N:3]=[CH:4][C:5]([C:18]2[CH:19]=[N:20][N:21]([CH2:23][C:24]([NH:26][CH:27]3[CH2:32][CH2:31][N:30](C(OC(C)(C)C)=O)[C@@H:29]([C:40]([O:42][CH:43]4[CH2:47][CH2:46][CH2:45][CH2:44]4)=[O:41])[CH2:28]3)=[O:25])[CH:22]=2)=[N:6][C:7]=1[NH:8][CH2:9][C:10]1[C:15]([Cl:16])=[CH:14][CH:13]=[CH:12][C:11]=1[Cl:17].Cl, predict the reaction product. The product is: [NH2:1][C:2]1[N:3]=[CH:4][C:5]([C:18]2[CH:19]=[N:20][N:21]([CH2:23][C:24]([NH:26][CH:27]3[CH2:32][CH2:31][NH:30][C@@H:29]([C:40]([O:42][CH:43]4[CH2:44][CH2:45][CH2:46][CH2:47]4)=[O:41])[CH2:28]3)=[O:25])[CH:22]=2)=[N:6][C:7]=1[NH:8][CH2:9][C:10]1[C:11]([Cl:17])=[CH:12][CH:13]=[CH:14][C:15]=1[Cl:16]. (9) Given the reactants [N+:1]([C:4]1[CH:9]=[CH:8][CH:7]=[C:6]([CH:10]=[CH2:11])[CH:5]=1)([O-:3])=[O:2].Br[C:13]1[CH:14]=[N:15][C:16]([NH2:19])=[N:17][CH:18]=1.CCN(CC)CC, predict the reaction product. The product is: [N+:1]([C:4]1[CH:5]=[C:6]([CH:7]=[CH:8][CH:9]=1)[CH:10]=[CH:11][C:13]1[CH:14]=[N:15][C:16]([NH2:19])=[N:17][CH:18]=1)([O-:3])=[O:2].